From a dataset of Forward reaction prediction with 1.9M reactions from USPTO patents (1976-2016). Predict the product of the given reaction. (1) Given the reactants [CH2:1]([O:3][C:4](=[O:22])[CH2:5][C:6]1[N:7]([CH3:21])[C:8]2[C:13]([C:14]=1[S:15][C:16]([CH3:19])([CH3:18])[CH3:17])=[CH:12][C:11]([OH:20])=[CH:10][CH:9]=2)[CH3:2].Cl[CH2:24][C:25]1[CH:30]=[CH:29][C:28]([CH3:31])=[CH:27][N:26]=1, predict the reaction product. The product is: [CH2:1]([O:3][C:4](=[O:22])[CH2:5][C:6]1[N:7]([CH3:21])[C:8]2[C:13]([C:14]=1[S:15][C:16]([CH3:17])([CH3:18])[CH3:19])=[CH:12][C:11]([O:20][CH2:24][C:25]1[CH:30]=[CH:29][C:28]([CH3:31])=[CH:27][N:26]=1)=[CH:10][CH:9]=2)[CH3:2]. (2) Given the reactants Br[C:2]1[CH:11]=[CH:10][C:9](Br)=[C:8]2[C:3]=1[N:4]=[CH:5][CH:6]=[N:7]2.C(=O)([O-])[O-].[K+].[K+].Cl.C1C(=O)N(Br)C(=O)C1, predict the reaction product. The product is: [N:4]1[C:3]2[C:8](=[CH:9][CH:10]=[CH:11][CH:2]=2)[N:7]=[CH:6][CH:5]=1. (3) Given the reactants C[O:2][C:3]([C:5]1[CH:14]=[CH:13][C:12]2[CH:11]([N:15]([CH:17]3[CH2:19][CH2:18]3)[CH3:16])[CH2:10][CH2:9][C:8]([CH3:21])([CH3:20])[C:7]=2[CH:6]=1)=[O:4].[OH-].[Na+], predict the reaction product. The product is: [CH:17]1([N:15]([CH3:16])[CH:11]2[CH2:10][CH2:9][C:8]([CH3:20])([CH3:21])[C:7]3[CH:6]=[C:5]([C:3]([OH:4])=[O:2])[CH:14]=[CH:13][C:12]2=3)[CH2:19][CH2:18]1. (4) Given the reactants [CH3:1][O:2][C:3]1[C:4](=[O:14])[N:5]([CH3:13])[C:6]([CH3:12])=[CH:7][C:8]=1[C:9]([OH:11])=[O:10].O[N:16]1[C:20](=[O:21])[CH2:19][CH2:18][C:17]1=[O:22].Cl.CN(C)CCCN=C=NCC, predict the reaction product. The product is: [O:22]=[C:17]1[CH2:18][CH2:19][C:20](=[O:21])[N:16]1[O:10][C:9]([C:8]1[CH:7]=[C:6]([CH3:12])[N:5]([CH3:13])[C:4](=[O:14])[C:3]=1[O:2][CH3:1])=[O:11]. (5) Given the reactants [C:1]([C:5]1[O:9][N:8]=[C:7]([C:10]2[CH:15]=[C:14](Cl)[C:13]([CH:17]3[CH2:19][CH2:18]3)=[CH:12][N:11]=2)[N:6]=1)([CH3:4])([CH3:3])[CH3:2].[OH:20][CH2:21][CH2:22][N:23]1[CH2:28][CH2:27][O:26][CH2:25][CH2:24]1, predict the reaction product. The product is: [C:1]([C:5]1[O:9][N:8]=[C:7]([C:10]2[CH:15]=[C:14]([O:20][CH2:21][CH2:22][N:23]3[CH2:28][CH2:27][O:26][CH2:25][CH2:24]3)[C:13]([CH:17]3[CH2:19][CH2:18]3)=[CH:12][N:11]=2)[N:6]=1)([CH3:4])([CH3:3])[CH3:2]. (6) Given the reactants [CH2:1]([O:8][C:9]1[CH:14]=[CH:13][C:12]([Cl:15])=[CH:11][C:10]=1[OH:16])[C:2]1[CH:7]=[CH:6][CH:5]=[CH:4][CH:3]=1.[N+](C1C=C(S(O[CH2:30][C@@H:31]2[O:33][CH2:32]2)(=O)=O)C=CC=1)([O-])=O.CN(C)C=O.O, predict the reaction product. The product is: [CH2:1]([O:8][C:9]1[CH:14]=[CH:13][C:12]([Cl:15])=[CH:11][C:10]=1[O:16][CH2:30][C@H:31]1[CH2:32][O:33]1)[C:2]1[CH:3]=[CH:4][CH:5]=[CH:6][CH:7]=1. (7) Given the reactants [NH2:1][C:2]1[CH:3]=[C:4]([C:8]2[N:13]3[N:14]=[CH:15][C:16]([C:17]([C:19]4[O:20][CH:21]=[CH:22][CH:23]=4)=[O:18])=[C:12]3[N:11]=[CH:10][CH:9]=2)[CH:5]=[CH:6][CH:7]=1.[CH:24]1([C:29](Cl)=[O:30])[CH2:28][CH2:27][CH2:26][CH2:25]1, predict the reaction product. The product is: [O:20]1[CH:21]=[CH:22][CH:23]=[C:19]1[C:17]([C:16]1[CH:15]=[N:14][N:13]2[C:8]([C:4]3[CH:3]=[C:2]([NH:1][C:29]([CH:24]4[CH2:28][CH2:27][CH2:26][CH2:25]4)=[O:30])[CH:7]=[CH:6][CH:5]=3)=[CH:9][CH:10]=[N:11][C:12]=12)=[O:18].